Dataset: Forward reaction prediction with 1.9M reactions from USPTO patents (1976-2016). Task: Predict the product of the given reaction. Given the reactants [C:1]1([C:11]([CH2:13][C:14]([O:16]CC)=[O:15])=[O:12])[C:10]2[C:5](=[CH:6][CH:7]=[CH:8][CH:9]=2)[CH:4]=[CH:3][CH:2]=1.[F:19][C:20]([F:30])([F:29])[C:21]1[CH:28]=[CH:27][C:24]([CH2:25]Br)=[CH:23][CH:22]=1.[BH4-].[Na+].Cl.[OH-].[Na+], predict the reaction product. The product is: [OH:12][CH:11]([C:1]1[C:10]2[C:5](=[CH:6][CH:7]=[CH:8][CH:9]=2)[CH:4]=[CH:3][CH:2]=1)[CH:13]([CH2:25][C:24]1[CH:23]=[CH:22][C:21]([C:20]([F:19])([F:29])[F:30])=[CH:28][CH:27]=1)[C:14]([OH:16])=[O:15].